Dataset: NCI-60 drug combinations with 297,098 pairs across 59 cell lines. Task: Regression. Given two drug SMILES strings and cell line genomic features, predict the synergy score measuring deviation from expected non-interaction effect. (1) Drug 1: C1CN1P(=S)(N2CC2)N3CC3. Drug 2: C(CC(=O)O)C(=O)CN.Cl. Cell line: NCIH23. Synergy scores: CSS=12.6, Synergy_ZIP=-9.66, Synergy_Bliss=-4.68, Synergy_Loewe=-6.45, Synergy_HSA=-1.54. (2) Drug 1: CC(CN1CC(=O)NC(=O)C1)N2CC(=O)NC(=O)C2. Drug 2: C1CN(P(=O)(OC1)NCCCl)CCCl. Cell line: U251. Synergy scores: CSS=30.8, Synergy_ZIP=-1.58, Synergy_Bliss=1.19, Synergy_Loewe=-10.7, Synergy_HSA=1.98. (3) Drug 1: C1=CN(C(=O)N=C1N)C2C(C(C(O2)CO)O)O.Cl. Drug 2: CCC1(CC2CC(C3=C(CCN(C2)C1)C4=CC=CC=C4N3)(C5=C(C=C6C(=C5)C78CCN9C7C(C=CC9)(C(C(C8N6C)(C(=O)OC)O)OC(=O)C)CC)OC)C(=O)OC)O.OS(=O)(=O)O. Cell line: PC-3. Synergy scores: CSS=15.7, Synergy_ZIP=0.217, Synergy_Bliss=0.461, Synergy_Loewe=-0.902, Synergy_HSA=-0.381. (4) Drug 1: CCCCC(=O)OCC(=O)C1(CC(C2=C(C1)C(=C3C(=C2O)C(=O)C4=C(C3=O)C=CC=C4OC)O)OC5CC(C(C(O5)C)O)NC(=O)C(F)(F)F)O. Drug 2: C1CNP(=O)(OC1)N(CCCl)CCCl. Cell line: OVCAR-5. Synergy scores: CSS=22.4, Synergy_ZIP=-11.9, Synergy_Bliss=-10.5, Synergy_Loewe=-44.4, Synergy_HSA=-9.09. (5) Drug 1: C1CN1C2=NC(=NC(=N2)N3CC3)N4CC4. Drug 2: CC1=C(C(=O)C2=C(C1=O)N3CC4C(C3(C2COC(=O)N)OC)N4)N. Cell line: NCI/ADR-RES. Synergy scores: CSS=26.5, Synergy_ZIP=-5.27, Synergy_Bliss=-2.65, Synergy_Loewe=-6.38, Synergy_HSA=-0.880. (6) Drug 1: CC1=CC=C(C=C1)C2=CC(=NN2C3=CC=C(C=C3)S(=O)(=O)N)C(F)(F)F. Drug 2: CN1C(=O)N2C=NC(=C2N=N1)C(=O)N. Cell line: MDA-MB-231. Synergy scores: CSS=6.10, Synergy_ZIP=0.562, Synergy_Bliss=10.8, Synergy_Loewe=5.06, Synergy_HSA=5.54. (7) Drug 1: CC1C(C(CC(O1)OC2CC(CC3=C2C(=C4C(=C3O)C(=O)C5=C(C4=O)C(=CC=C5)OC)O)(C(=O)C)O)N)O.Cl. Drug 2: CN(C)N=NC1=C(NC=N1)C(=O)N. Cell line: MDA-MB-231. Synergy scores: CSS=11.9, Synergy_ZIP=-1.67, Synergy_Bliss=3.61, Synergy_Loewe=-16.1, Synergy_HSA=0.582.